Dataset: Full USPTO retrosynthesis dataset with 1.9M reactions from patents (1976-2016). Task: Predict the reactants needed to synthesize the given product. (1) Given the product [C:18]1([C:17]2[S:24][CH:2]=[C:3]([C:5]3[CH:6]=[N:7][C:8]([C:11]4[CH:16]=[CH:15][CH:14]=[CH:13][CH:12]=4)=[N:9][CH:10]=3)[N:25]=2)[CH:23]=[CH:22][CH:21]=[CH:20][CH:19]=1, predict the reactants needed to synthesize it. The reactants are: Br[CH2:2][C:3]([C:5]1[CH:6]=[N:7][C:8]([C:11]2[CH:16]=[CH:15][CH:14]=[CH:13][CH:12]=2)=[N:9][CH:10]=1)=O.[C:17]([NH2:25])(=[S:24])[C:18]1[CH:23]=[CH:22][CH:21]=[CH:20][CH:19]=1. (2) Given the product [CH3:15][C:4]1[CH:3]=[C:2]([O:1][CH2:16][CH:27]=[CH2:28])[C:11]([N+:12]([O-:14])=[O:13])=[CH:10][C:5]=1[C:6]([O:8][CH3:9])=[O:7], predict the reactants needed to synthesize it. The reactants are: [OH:1][C:2]1[C:11]([N+:12]([O-:14])=[O:13])=[CH:10][C:5]([C:6]([O:8][CH3:9])=[O:7])=[C:4]([CH3:15])[CH:3]=1.[C:16](=O)([O-])[O-].[K+].[K+].O.C(O[CH2:27][CH3:28])(=O)C. (3) Given the product [N:10]1[CH:11]=[CH:12][CH:13]=[C:8]([C:35]#[C:34][CH2:33][OH:36])[CH:9]=1, predict the reactants needed to synthesize it. The reactants are: C(=O)([O-])[O-].[K+].[K+].Br[C:8]1[CH:9]=[N:10][CH:11]=[CH:12][CH:13]=1.C1(P(C2C=CC=CC=2)C2C=CC=CC=2)C=CC=CC=1.[CH2:33]([OH:36])[C:34]#[CH:35]. (4) Given the product [Br:12][C:7]1[CH:6]=[C:5]([CH:10]=[CH:9][C:8]=1[Cl:11])[CH2:4][OH:3], predict the reactants needed to synthesize it. The reactants are: C([O:3][C:4](=O)[C:5]1[CH:10]=[CH:9][C:8]([Cl:11])=[C:7]([Br:12])[CH:6]=1)C.[H-].C([Al+]CC(C)C)C(C)C.CO.O. (5) Given the product [NH2:11][C:10]1[C:5]2[S:4][CH:3]=[C:2]([C:20]3[CH:19]=[C:18]([S:15]([NH:14][CH3:13])(=[O:16])=[O:17])[CH:23]=[CH:22][CH:21]=3)[C:6]=2[N:7]=[C:8]([Cl:12])[N:9]=1, predict the reactants needed to synthesize it. The reactants are: Br[C:2]1[C:6]2[N:7]=[C:8]([Cl:12])[N:9]=[C:10]([NH2:11])[C:5]=2[S:4][CH:3]=1.[CH3:13][NH:14][S:15]([C:18]1[CH:19]=[C:20](B(O)O)[CH:21]=[CH:22][CH:23]=1)(=[O:17])=[O:16]. (6) Given the product [C:1]([O:5][C:6](=[O:18])[CH2:7][N:8]1[C:16]2[C:11](=[CH:12][CH:13]=[C:14]([O:17][CH2:20][C:21]3[S:25][C:24]([C:26]4[CH:31]=[CH:30][C:29]([C:32]([F:34])([F:35])[F:33])=[C:28]([F:36])[C:27]=4[F:37])=[N:23][C:22]=3[CH3:38])[CH:15]=2)[CH:10]=[CH:9]1)([CH3:4])([CH3:2])[CH3:3], predict the reactants needed to synthesize it. The reactants are: [C:1]([O:5][C:6](=[O:18])[CH2:7][N:8]1[C:16]2[C:11](=[CH:12][CH:13]=[C:14]([OH:17])[CH:15]=2)[CH:10]=[CH:9]1)([CH3:4])([CH3:3])[CH3:2].Cl[CH2:20][C:21]1[S:25][C:24]([C:26]2[CH:31]=[CH:30][C:29]([C:32]([F:35])([F:34])[F:33])=[C:28]([F:36])[C:27]=2[F:37])=[N:23][C:22]=1[CH3:38].C(=O)([O-])[O-].[Cs+].[Cs+].[I-].[K+]. (7) Given the product [CH2:39]([NH:42][C:43]([N:5]1[CH2:6][CH2:7][N:2]([C:8]2[CH:13]=[CH:12][C:11]([NH:14][C:15]([C:17]3[N:18]=[C:19]([C:26]4[CH:31]=[CH:30][CH:29]=[CH:28][CH:27]=4)[O:20][C:21]=3[C:22]([F:23])([F:25])[F:24])=[O:16])=[CH:10][CH:9]=2)[CH2:3][CH2:4]1)=[O:44])[CH2:40][CH3:41], predict the reactants needed to synthesize it. The reactants are: Cl.[N:2]1([C:8]2[CH:13]=[CH:12][C:11]([NH:14][C:15]([C:17]3[N:18]=[C:19]([C:26]4[CH:31]=[CH:30][CH:29]=[CH:28][CH:27]=4)[O:20][C:21]=3[C:22]([F:25])([F:24])[F:23])=[O:16])=[CH:10][CH:9]=2)[CH2:7][CH2:6][NH:5][CH2:4][CH2:3]1.C(N(CC)CC)C.[CH2:39]([N:42]=[C:43]=[O:44])[CH2:40][CH3:41]. (8) Given the product [Br:1][C:2]1[S:6][C:5]([CH3:7])=[C:4]([CH2:8][C:10]2[CH:15]=[CH:14][C:13]([O:16][CH3:17])=[CH:12][CH:11]=2)[CH:3]=1, predict the reactants needed to synthesize it. The reactants are: [Br:1][C:2]1[S:6][C:5]([CH3:7])=[C:4]([C:8]([C:10]2[CH:15]=[CH:14][C:13]([O:16][CH3:17])=[CH:12][CH:11]=2)=O)[CH:3]=1.C([SiH](CC)CC)C.B(F)(F)F.CCOCC.C([O-])([O-])=O.[K+].[K+].